Dataset: Forward reaction prediction with 1.9M reactions from USPTO patents (1976-2016). Task: Predict the product of the given reaction. (1) Given the reactants [Na].[ClH:2].C([O:10][CH2:11][C@@H:12]1[CH2:14][C@H:13]1[N:15]([CH3:17])[CH3:16])C1C=CC=CC=1.N.Cl, predict the reaction product. The product is: [ClH:2].[CH3:16][N:15]([CH3:17])[C@@H:13]1[CH2:14][C@H:12]1[CH2:11][OH:10]. (2) Given the reactants [NH2:1][C:2]1[C:3]([C:12]([C:14]2[CH:19]=[CH:18][C:17]([F:20])=[CH:16][CH:15]=2)=O)=[CH:4][CH:5]=[C:6]2[C:11]=1[N:10]=[CH:9][CH:8]=[CH:7]2.[S:21](N)([NH2:24])(=[O:23])=[O:22].[H-].[H-].[H-].[H-].[Li+].[Al+3], predict the reaction product. The product is: [F:20][C:17]1[CH:18]=[CH:19][C:14]([CH:12]2[C:3]3[CH:4]=[CH:5][C:6]4[C:11](=[N:10][CH:9]=[CH:8][CH:7]=4)[C:2]=3[NH:1][S:21](=[O:23])(=[O:22])[NH:24]2)=[CH:15][CH:16]=1. (3) The product is: [C:1]([O:6][CH2:7][CH:8]([O:15][C:16](=[O:20])[CH2:17][CH2:18][CH3:19])[C:9](=[O:23])[C:10](=[O:12])[CH3:11])(=[O:5])[CH2:2][CH2:3][CH3:4]. Given the reactants [C:1]([O:6][CH2:7][CH:8]([O:15][C:16](=[O:20])[CH2:17][CH2:18][CH3:19])[C:9](=[N+]=[N-])[C:10](=[O:12])[CH3:11])(=[O:5])[CH2:2][CH2:3][CH3:4].CC(C)=[O:23].CC1(C)OO1, predict the reaction product. (4) Given the reactants [NH2:1][C:2]1[S:3][CH:4]=[C:5]([C:7]2[CH:8]=[N:9][C:10]3[C:15]([CH:16]=2)=[CH:14][CH:13]=[CH:12][CH:11]=3)[N:6]=1.[C:17]1(=[O:27])[O:22][C:20](=[O:21])[C:19]2=[CH:23][CH:24]=[CH:25][CH:26]=[C:18]12, predict the reaction product. The product is: [N:9]1[C:10]2[C:15](=[CH:14][CH:13]=[CH:12][CH:11]=2)[CH:16]=[C:7]([C:5]2[N:6]=[C:2]([NH:1][C:17]([C:18]3[CH:26]=[CH:25][CH:24]=[CH:23][C:19]=3[C:20]([OH:22])=[O:21])=[O:27])[S:3][CH:4]=2)[CH:8]=1. (5) Given the reactants Cl.[CH2:2]1[C:6]2([CH2:11][CH2:10][C:9](=O)[CH2:8][CH2:7]2)[C:5](=[O:13])[NH:4][CH2:3]1.[CH3:14][NH:15][CH3:16].[C-:17]#[N:18].[K+], predict the reaction product. The product is: [CH3:14][N:15]([N:4]1[CH2:3][CH2:2][C:6]2([CH2:11][CH2:10][CH:9]([C:17]#[N:18])[CH2:8][CH2:7]2)[C:5]1=[O:13])[CH3:16]. (6) Given the reactants [Cl:1][C:2]1[CH:3]=[C:4]([CH:18]=[C:19]([C:23]#[N:24])[C:20]=1[O:21]C)[C:5]([N:7]1[C:11]2[CH:12]=[CH:13][CH:14]=[CH:15][C:10]=2[S:9](=[O:17])(=[O:16])[CH2:8]1)=[O:6].[Cl-].[Li+].Cl, predict the reaction product. The product is: [Cl:1][C:2]1[CH:3]=[C:4]([CH:18]=[C:19]([C:23]#[N:24])[C:20]=1[OH:21])[C:5]([N:7]1[C:11]2[CH:12]=[CH:13][CH:14]=[CH:15][C:10]=2[S:9](=[O:16])(=[O:17])[CH2:8]1)=[O:6]. (7) Given the reactants [C:1]([N:4]1[CH2:9][CH2:8][N:7]([CH2:10][C:11]2[CH:12]=[C:13]3[C:17](=[CH:18][CH:19]=2)[NH:16][C:15]([C:20]2[C:28]4[C:23](=[CH:24][C:25]([C:29]#[N:30])=[CH:26][CH:27]=4)[NH:22][N:21]=2)=[CH:14]3)[CH2:6][CH2:5]1)(=[O:3])[CH3:2].[N:31]([Sn](C)(C)C)=[N+:32]=[N-:33].CC(N(C)C)=O, predict the reaction product. The product is: [C:1]([N:4]1[CH2:9][CH2:8][N:7]([CH2:10][C:11]2[CH:12]=[C:13]3[C:17](=[CH:18][CH:19]=2)[NH:16][C:15]([C:20]2[C:28]4[C:23](=[CH:24][C:25]([C:29]5[NH:33][N:32]=[N:31][N:30]=5)=[CH:26][CH:27]=4)[NH:22][N:21]=2)=[CH:14]3)[CH2:6][CH2:5]1)(=[O:3])[CH3:2].